From a dataset of Cav3 T-type calcium channel HTS with 100,875 compounds. Binary Classification. Given a drug SMILES string, predict its activity (active/inactive) in a high-throughput screening assay against a specified biological target. (1) The molecule is s1c2ncnc(N3CCN(CC3)c3ccc(OC)cc3)c2c(c1C(OCC)=O)C. The result is 0 (inactive). (2) The drug is O1C(C(OC(=O)C)C(OC(=O)C)C(OC(=O)C)C1O\N=C(\CCC(OCC1OC(C=CC1Oc1ccc(OC)cc1)c1ccccc1)=O)C)COC(=O)C. The result is 0 (inactive).